Dataset: Reaction yield outcomes from USPTO patents with 853,638 reactions. Task: Predict the reaction yield, written as a fraction of the theoretical maximum amount of product (1.0 means a 100% yield; for example, 0.34 means a 34% yield). (1) The reactants are [CH3:1][N+:2]([CH3:4])=[CH2:3].[I-].[CH3:6][CH:7]1[CH2:12][C:11]([C:13]2[CH:18]=[CH:17][N:16]=[CH:15][C:14]=2[N+:19]([O-:21])=[O:20])=[CH:10][C:9]([O:22][Si](C)(C)C)=[CH:8]1.[OH-].[Na+]. The catalyst is C(Cl)Cl.Cl. The product is [CH3:3][N:2]([CH2:4][CH:8]1[C:9](=[O:22])[CH:10]=[C:11]([C:13]2[CH:18]=[CH:17][N:16]=[CH:15][C:14]=2[N+:19]([O-:21])=[O:20])[CH2:12][CH:7]1[CH3:6])[CH3:1]. The yield is 0.990. (2) The reactants are C[O:2][C:3](=[O:23])[CH:4]([C:12]1[CH:17]=[CH:16][C:15]([S:18]([CH3:21])(=[O:20])=[O:19])=[C:14]([Cl:22])[CH:13]=1)[O:5][CH:6]1[CH2:11][CH2:10][CH2:9][CH:8]=[CH:7]1.[OH-].[K+]. The catalyst is C(O)C.O. The product is [Cl:22][C:14]1[CH:13]=[C:12]([CH:4]([O:5][CH:6]2[CH2:11][CH2:10][CH2:9][CH:8]=[CH:7]2)[C:3]([OH:23])=[O:2])[CH:17]=[CH:16][C:15]=1[S:18]([CH3:21])(=[O:20])=[O:19]. The yield is 0.790. (3) The product is [CH3:32][NH:33][C:12]1[CH:11]=[CH:10][C:9]2[C:14](=[CH:15][C:6]([C:4]([O:3][CH2:1][CH3:2])=[O:5])=[CH:7][CH:8]=2)[N:13]=1. The yield is 0.410. The catalyst is ClCCl. The reactants are [CH2:1]([O:3][C:4]([C:6]1[CH:15]=[C:14]2[C:9]([CH:10]=[CH:11][CH:12]=[N+:13]2[O-])=[CH:8][CH:7]=1)=[O:5])[CH3:2].FC(F)(F)S(OS(C(F)(F)F)(=O)=O)(=O)=O.[CH3:32][NH2:33].O1CCCC1. (4) The reactants are [C:1]([CH:4]1[C:9](=O)[CH2:8][CH2:7][N:6]([C:11]([O:13][C:14]([CH3:17])([CH3:16])[CH3:15])=[O:12])[CH2:5]1)(=O)[CH3:2].[NH2:18][NH2:19].O. The catalyst is CCO. The product is [CH3:2][C:1]1[C:4]2[CH2:5][N:6]([C:11]([O:13][C:14]([CH3:17])([CH3:16])[CH3:15])=[O:12])[CH2:7][CH2:8][C:9]=2[NH:19][N:18]=1. The yield is 0.765. (5) The reactants are Br[C:2]1[C:10]2[C:5](=[N:6][CH:7]=[CH:8][CH:9]=2)[N:4]([S:11]([C:14]2[CH:19]=[CH:18][CH:17]=[CH:16][CH:15]=2)(=[O:13])=[O:12])[CH:3]=1.[CH:20]([C:22]1[CH:23]=[C:24](B(O)O)[CH:25]=[C:26]([O:28][CH:29]([CH3:31])[CH3:30])[CH:27]=1)=[O:21].CN(C)C=O.C(=O)(O)[O-].[Na+]. The catalyst is O.C1C=CC(P(C2C=CC=CC=2)[C-]2C=CC=C2)=CC=1.C1C=CC(P(C2C=CC=CC=2)[C-]2C=CC=C2)=CC=1.Cl[Pd]Cl.[Fe+2].C(Cl)Cl. The product is [CH:29]([O:28][C:26]1[CH:27]=[C:22]([CH:23]=[C:24]([C:2]2[C:10]3[C:5](=[N:6][CH:7]=[CH:8][CH:9]=3)[N:4]([S:11]([C:14]3[CH:19]=[CH:18][CH:17]=[CH:16][CH:15]=3)(=[O:13])=[O:12])[CH:3]=2)[CH:25]=1)[CH:20]=[O:21])([CH3:31])[CH3:30]. The yield is 0.710. (6) The reactants are [NH2:1][C:2]1[CH:9]=[CH:8][CH:7]=[C:6]([O:10][CH:11]2[CH2:14][CH2:13][CH2:12]2)[C:3]=1[C:4]#[N:5].[C:15]([N:23]=[C:24]=[O:25])(=[O:22])[C:16]1[CH:21]=[CH:20][CH:19]=[CH:18][CH:17]=1. The catalyst is O1CCOCC1.CCOC(C)=O. The product is [C:4]([C:3]1[C:6]([O:10][CH:11]2[CH2:12][CH2:13][CH2:14]2)=[CH:7][CH:8]=[CH:9][C:2]=1[NH:1][C:24]([NH:23][C:15](=[O:22])[C:16]1[CH:17]=[CH:18][CH:19]=[CH:20][CH:21]=1)=[O:25])#[N:5]. The yield is 0.710. (7) The reactants are C(OCC)C.[H-].[Al+3].[Li+].[H-].[H-].[H-].[CH3:12][C:13]([CH3:34])([CH:16]([C:28]1[CH:33]=[CH:32][N:31]=[CH:30][CH:29]=1)OS(C1C=CC(C)=CC=1)(=O)=O)[C:14]#[N:15].[OH-].[Na+]. The catalyst is O1CCCC1.O. The product is [CH3:12][C:13]([CH3:34])([CH2:16][C:28]1[CH:33]=[CH:32][N:31]=[CH:30][CH:29]=1)[CH2:14][NH2:15]. The yield is 0.280.